From a dataset of Catalyst prediction with 721,799 reactions and 888 catalyst types from USPTO. Predict which catalyst facilitates the given reaction. (1) Reactant: C(O)(=O)C.[I:5]Cl.[CH3:7][N:8]1[C:12]([C:13]2[CH:18]=[CH:17][C:16]([C:19]([F:22])([F:21])[F:20])=[CH:15][CH:14]=2)=[CH:11][CH:10]=[N:9]1.C([O-])(=O)C.[Na+]. Product: [I:5][C:11]1[CH:10]=[N:9][N:8]([CH3:7])[C:12]=1[C:13]1[CH:14]=[CH:15][C:16]([C:19]([F:20])([F:21])[F:22])=[CH:17][CH:18]=1. The catalyst class is: 6. (2) Product: [CH3:18][C:9]1[S:10][C:11]2[N:12]=[CH:13][N:14]=[C:15]([NH2:17])[C:16]=2[C:8]=1[C:5]1[CH:4]=[CH:3][C:2]([NH:1][CH3:19])=[CH:7][CH:6]=1. The catalyst class is: 410. Reactant: [NH2:1][C:2]1[CH:7]=[CH:6][C:5]([C:8]2[C:16]3[C:15]([NH2:17])=[N:14][CH:13]=[N:12][C:11]=3[S:10][C:9]=2[CH3:18])=[CH:4][CH:3]=1.[C:19](OC=O)(=O)C.